This data is from Full USPTO retrosynthesis dataset with 1.9M reactions from patents (1976-2016). The task is: Predict the reactants needed to synthesize the given product. (1) Given the product [CH:11]12[CH:20]3[CH2:21][CH:17]([CH:18]=[CH:19]3)[CH:16]1[CH:15]1[CH2:22][CH:12]2[CH:13]([C:23]([O:1][CH2:2][CH2:3][CH2:4][C:5]2([OH:10])[CH2:9][CH2:8][CH2:7][CH2:6]2)=[O:24])[CH2:14]1, predict the reactants needed to synthesize it. The reactants are: [OH:1][CH2:2][CH2:3][CH2:4][C:5]1([OH:10])[CH2:9][CH2:8][CH2:7][CH2:6]1.[CH:11]12[CH:20]3[CH2:21][CH:17]([CH:18]=[CH:19]3)[CH:16]1[CH:15]1[CH2:22][CH:12]2[CH:13]([C:23](OC)=[O:24])[CH2:14]1. (2) Given the product [Cl:18][C:19]1[CH:26]=[CH:25][C:22]([CH2:23][NH:24][C:15](=[O:16])[CH2:14][CH2:13][C:5]2[CH:6]=[CH:7][C:8]([O:9][CH2:10][C:11]#[CH:12])=[C:3]([O:2][CH3:1])[CH:4]=2)=[CH:21][CH:20]=1, predict the reactants needed to synthesize it. The reactants are: [CH3:1][O:2][C:3]1[CH:4]=[C:5]([CH2:13][CH2:14][C:15](Cl)=[O:16])[CH:6]=[CH:7][C:8]=1[O:9][CH2:10][C:11]#[CH:12].[Cl:18][C:19]1[CH:26]=[CH:25][C:22]([CH2:23][NH2:24])=[CH:21][CH:20]=1.C(N(CC)CC)C.O1CCCC1. (3) Given the product [N:25]1([CH2:10][CH2:6][CH2:7][NH:8][CH:6]2[CH2:10][CH2:9][N:8]([C:11]3[CH:16]=[CH:15][C:14]([N+:17]([O-:19])=[O:18])=[CH:13][CH:12]=3)[CH2:7]2)[CH:26]=[CH:27][N:28]=[CH:24]1, predict the reactants needed to synthesize it. The reactants are: CS(O[CH:6]1[CH2:10][CH2:9][N:8]([C:11]2[CH:16]=[CH:15][C:14]([N+:17]([O-:19])=[O:18])=[CH:13][CH:12]=2)[CH2:7]1)(=O)=O.NCCC[C:24]1[NH:25][CH:26]=[CH:27][N:28]=1. (4) Given the product [ClH:1].[CH:18]1([C:16]2[CH:17]=[C:13]([NH:12][C:10]3[C:9]4[CH2:8][CH2:7][CH2:6][CH2:5][C:4]=4[N:3]4[C:21](=[O:29])[C:22]5[CH:28]=[CH:27][CH:26]=[CH:25][C:23]=5[N:24]=[C:2]4[N:11]=3)[NH:14][N:15]=2)[CH2:20][CH2:19]1, predict the reactants needed to synthesize it. The reactants are: [Cl:1][CH:2]1[N:11]=[C:10]([NH:12][C:13]2[NH:14][N:15]=[C:16]([CH:18]3[CH2:20][CH2:19]3)[CH:17]=2)[C:9]2[CH2:8][CH2:7][CH2:6][CH2:5][C:4]=2[NH:3]1.[C:21](OC)(=[O:29])[C:22]1[C:23](=[CH:25][CH:26]=[CH:27][CH:28]=1)[NH2:24].C(OCC)(=O)C.C(=O)(O)[O-].[Na+]. (5) Given the product [O:19]=[CH:6][CH2:23][CH2:20][O:24][C:25](=[O:26])[NH:27][CH:40]([CH3:41])[CH3:42], predict the reactants needed to synthesize it. The reactants are: Cl.Cl.C[C@H]1C2C(N3CCNCC3)=NC=NC=2[C@H:6]([OH:19])C1.[C:20]([O:24][C:25]([N:27]([CH:40]([CH3:42])[CH3:41])C[C@H](C1C=CC(Cl)=CC=1)C(O)=O)=[O:26])([CH3:23])(C)C.CCN(C(C)C)C(C)C.CN(C(ON1N=NC2C=CC=CC1=2)=[N+](C)C)C.F[P-](F)(F)(F)(F)F. (6) Given the product [CH3:1][C:2]1([CH3:22])[O:3][C:4](=[O:21])[C:5]([CH3:23])([CH2:9][C:10]2[CH:11]=[CH:12][C:13]([O:16][C:17]([F:20])([F:18])[F:19])=[CH:14][CH:15]=2)[C:6](=[O:8])[O:7]1, predict the reactants needed to synthesize it. The reactants are: [CH3:1][C:2]1([CH3:22])[O:7][C:6](=[O:8])[CH:5]([CH2:9][C:10]2[CH:15]=[CH:14][C:13]([O:16][C:17]([F:20])([F:19])[F:18])=[CH:12][CH:11]=2)[C:4](=[O:21])[O:3]1.[C:23](=O)([O-])[O-].[K+].[K+].IC.O.